Predict the product of the given reaction. From a dataset of Forward reaction prediction with 1.9M reactions from USPTO patents (1976-2016). Given the reactants [CH2:1]([CH:3]1[C:8]([C:9]2[CH:24]=[CH:23][C:12]3[N:13]=[C:14]([C:16]4[CH:21]=[CH:20][C:19]([OH:22])=[CH:18][CH:17]=4)[O:15][C:11]=3[CH:10]=2)=[N:7][NH:6][C:5](=[O:25])[CH2:4]1)[CH3:2].Cl[CH2:27][C:28]1[N:33]=[CH:32][CH:31]=[CH:30][N:29]=1.C(=O)([O-])[O-].[K+].[K+], predict the reaction product. The product is: [CH2:1]([CH:3]1[C:8]([C:9]2[CH:24]=[CH:23][C:12]3[N:13]=[C:14]([C:16]4[CH:21]=[CH:20][C:19]([O:22][CH2:27][C:28]5[N:33]=[CH:32][CH:31]=[CH:30][N:29]=5)=[CH:18][CH:17]=4)[O:15][C:11]=3[CH:10]=2)=[N:7][NH:6][C:5](=[O:25])[CH2:4]1)[CH3:2].